The task is: Predict the reaction yield, written as a fraction of the theoretical maximum amount of product (1.0 means a 100% yield; for example, 0.34 means a 34% yield).. This data is from Reaction yield outcomes from USPTO patents with 853,638 reactions. (1) The reactants are [CH3:1][NH:2][CH3:3].[H-].[Na+].Cl[S:7]([CH:10]1[CH2:15][CH2:14][N:13]([C:16]([O:18][CH2:19][C:20]2[CH:25]=[CH:24][CH:23]=[CH:22][CH:21]=2)=[O:17])[CH2:12][CH2:11]1)(=[O:9])=[O:8].O. The catalyst is CN(C)C=O. The product is [CH3:1][N:2]([CH3:3])[S:7]([CH:10]1[CH2:11][CH2:12][N:13]([C:16]([O:18][CH2:19][C:20]2[CH:25]=[CH:24][CH:23]=[CH:22][CH:21]=2)=[O:17])[CH2:14][CH2:15]1)(=[O:8])=[O:9]. The yield is 0.800. (2) The reactants are [CH3:1][CH:2]1[CH2:7][C:6](=O)[CH2:5][CH2:4][N:3]1[C:9]([O:11][CH2:12][CH3:13])=[O:10].[CH2:14]([NH:21]CC1C=CC=CC=1)[C:15]1[CH:20]=[CH:19][CH:18]=[CH:17][CH:16]=1.C(O[BH-](OC(=O)C)OC(=O)C)(=O)C.[Na+].ClCCl.CO. The catalyst is ClC(Cl)C.CO. The product is [CH2:14]([NH:21][CH:6]1[CH2:5][CH2:4][N:3]([C:9]([O:11][CH2:12][CH3:13])=[O:10])[CH:2]([CH3:1])[CH2:7]1)[C:15]1[CH:20]=[CH:19][CH:18]=[CH:17][CH:16]=1. The yield is 0.470.